This data is from Forward reaction prediction with 1.9M reactions from USPTO patents (1976-2016). The task is: Predict the product of the given reaction. (1) Given the reactants C(O[C:6]([N:8]1[CH2:12][C:11](=[N:13][O:14][CH3:15])[CH2:10][C@H:9]1[C:16]([OH:18])=O)=[O:7])(C)(C)C.[C:19]1([C:28]2[CH:33]=[CH:32][CH:31]=[CH:30][CH:29]=2)[CH:24]=[CH:23][C:22](C(Cl)=O)=[CH:21][CH:20]=1.[NH2:34][CH:35]([CH2:38][OH:39])[CH2:36][OH:37], predict the reaction product. The product is: [C:28]1([C:19]2[CH:20]=[CH:21][CH:22]=[CH:23][CH:24]=2)[CH:29]=[CH:30][C:31]([C:6]([N:8]2[CH2:12][C:11](=[N:13][O:14][CH3:15])[CH2:10][C@H:9]2[C:16]([NH:34][CH:35]([CH2:38][OH:39])[CH2:36][OH:37])=[O:18])=[O:7])=[CH:32][CH:33]=1. (2) Given the reactants Br[C:2]1[C:3]([NH:9][C:10](=[O:18])[NH:11][CH2:12][C:13]([O:15]CC)=O)=[N:4][CH:5]=[C:6](Br)[N:7]=1.BrC1[C:21]([NH2:27])=[N:22][CH:23]=[C:24](Br)N=1.C(N1[CH:39]=[CH:38]N=C1)(N1C=CN=C1)=O.[CH:40](N(C(C)C)CC)([CH3:42])[CH3:41].Cl.[CH2:50]([O:52][C:53](=O)[CH2:54][NH2:55])[CH3:51].C[N:58](C)C=O, predict the reaction product. The product is: [N:24]1[N:58]=[C:21]([C:27]2[CH:39]=[CH:38][C:42]([C:6]3[N:7]=[C:2]4[N:11]([CH2:12][C:13]([N:55]5[CH2:54][CH2:53][O:52][CH2:50][CH2:51]5)=[O:15])[C:10](=[O:18])[NH:9][C:3]4=[N:4][CH:5]=3)=[CH:40][CH:41]=2)[NH:22][CH:23]=1. (3) Given the reactants [CH2:1]([N:3]([CH:22]([CH3:24])[CH3:23])[C:4]([CH:6]1[CH2:11][CH2:10][CH2:9][N:8]([C:12](OCC2C=CC=CC=2)=O)[CH2:7]1)=[O:5])[CH3:2].O=C1[CH2:31][CH2:30][N:29]([C:32]([O:34][C:35]([CH3:38])([CH3:37])[CH3:36])=[O:33])[CH2:28][CH2:27]1.C(O[BH-](OC(=O)C)OC(=O)C)(=O)C.[Na+], predict the reaction product. The product is: [CH2:1]([N:3]([CH:22]([CH3:23])[CH3:24])[C:4]([CH:6]1[CH2:11][CH2:10][CH2:9][N:8]([CH:12]2[CH2:31][CH2:30][N:29]([C:32]([O:34][C:35]([CH3:37])([CH3:36])[CH3:38])=[O:33])[CH2:28][CH2:27]2)[CH2:7]1)=[O:5])[CH3:2]. (4) Given the reactants [CH3:1][C:2]1([CH3:26])[CH2:11][CH2:10][C:9]([CH3:13])([CH3:12])[C:8]2[CH:7]=[C:6]([S:14][C:15]3[CH:16]=[C:17]([CH2:21][C:22]([O:24]C)=[O:23])[CH:18]=[CH:19][CH:20]=3)[CH:5]=[CH:4][C:3]1=2.CC1(C)CCC(C)(C)C2C=C(SC3C=C(CC(OCCCC)=O)C=CC=3)C=CC1=2, predict the reaction product. The product is: [CH3:1][C:2]1([CH3:26])[CH2:11][CH2:10][C:9]([CH3:12])([CH3:13])[C:8]2[CH:7]=[C:6]([S:14][C:15]3[CH:16]=[C:17]([CH2:21][C:22]([OH:24])=[O:23])[CH:18]=[CH:19][CH:20]=3)[CH:5]=[CH:4][C:3]1=2.